From a dataset of Full USPTO retrosynthesis dataset with 1.9M reactions from patents (1976-2016). Predict the reactants needed to synthesize the given product. (1) Given the product [Br:15][C:9]1[C:8](=[O:10])[N:7]2[C:11]([CH3:14])=[CH:12][S:13][C:6]2=[N:5][C:4]=1[CH:2]([Br:1])[CH3:3], predict the reactants needed to synthesize it. The reactants are: [Br:1][CH:2]([C:4]1[N:5]=[C:6]2[S:13][CH:12]=[C:11]([CH3:14])[N:7]2[C:8](=[O:10])[CH:9]=1)[CH3:3].[Br:15]N1C(=O)CCC1=O. (2) Given the product [CH3:18][O:17][C:7]1[CH:6]=[C:5]([NH:2][C:3]([NH2:1])=[S:4])[CH:10]=[CH:9][C:8]=1[C:11]1[O:15][N:14]=[C:13]([CH3:16])[CH:12]=1, predict the reactants needed to synthesize it. The reactants are: [NH3:1].[N:2]([C:5]1[CH:10]=[CH:9][C:8]([C:11]2[O:15][N:14]=[C:13]([CH3:16])[CH:12]=2)=[C:7]([O:17][CH3:18])[CH:6]=1)=[C:3]=[S:4]. (3) The reactants are: [CH2:1]([O:8][C:9]1[CH:14]=[CH:13][C:12]([Br:15])=[C:11](F)[CH:10]=1)[C:2]1[CH:7]=[CH:6][CH:5]=[CH:4][CH:3]=1.[N:17]1[CH:22]=[CH:21][CH:20]=[C:19]([CH2:23][OH:24])[CH:18]=1.[CH2:25](Br)[C:26]1[CH:31]=[CH:30][CH:29]=[CH:28][CH:27]=1.[Br-].[NH+]1C=CC=CC=1.[BH4-].[Na+]. Given the product [CH2:25]([N:17]1[CH2:18][C:19]([CH2:23][O:24][C:11]2[CH:10]=[C:9]([O:8][CH2:1][C:2]3[CH:7]=[CH:6][CH:5]=[CH:4][CH:3]=3)[CH:14]=[CH:13][C:12]=2[Br:15])=[CH:20][CH2:21][CH2:22]1)[C:26]1[CH:31]=[CH:30][CH:29]=[CH:28][CH:27]=1, predict the reactants needed to synthesize it. (4) Given the product [S:14]1[C:15]2[CH:21]=[CH:20][CH:19]=[CH:18][C:16]=2[N:17]=[C:13]1[NH:12][C:9]([NH:8][C:6]1[CH:7]=[C:2]([Cl:1])[CH:3]=[CH:4][C:5]=1[CH3:11])=[S:10], predict the reactants needed to synthesize it. The reactants are: [Cl:1][C:2]1[CH:3]=[CH:4][C:5]([CH3:11])=[C:6]([N:8]=[C:9]=[S:10])[CH:7]=1.[NH2:12][C:13]1[S:14][C:15]2[CH:21]=[CH:20][CH:19]=[CH:18][C:16]=2[N:17]=1. (5) Given the product [CH:1]1([N:6]2[CH2:12][C:11]([F:14])([F:13])[C:10](=[O:15])[N:9]([CH3:16])[C:8]3[CH:17]=[N:18][C:19]([NH:21][C:22]4[CH:30]=[CH:29][C:25]([C:26]([NH:40][CH2:39][C:38]5[CH:37]=[CH:36][C:35]([C:34]([F:33])([F:43])[F:44])=[CH:42][CH:41]=5)=[O:27])=[CH:24][C:23]=4[O:31][CH3:32])=[N:20][C:7]2=3)[CH2:2][CH2:3][CH2:4][CH2:5]1, predict the reactants needed to synthesize it. The reactants are: [CH:1]1([N:6]2[CH2:12][C:11]([F:14])([F:13])[C:10](=[O:15])[N:9]([CH3:16])[C:8]3[CH:17]=[N:18][C:19]([NH:21][C:22]4[CH:30]=[CH:29][C:25]([C:26](O)=[O:27])=[CH:24][C:23]=4[O:31][CH3:32])=[N:20][C:7]2=3)[CH2:5][CH2:4][CH2:3][CH2:2]1.[F:33][C:34]([F:44])([F:43])[C:35]1[CH:42]=[CH:41][C:38]([CH2:39][NH2:40])=[CH:37][CH:36]=1.F[P-](F)(F)(F)(F)F.CN(C(N(C)C)=[N+]1C2C(=NC=CC=2)[N+]([O-])=N1)C.C(N(C(C)C)CC)(C)C.